Task: Predict the reaction yield, written as a fraction of the theoretical maximum amount of product (1.0 means a 100% yield; for example, 0.34 means a 34% yield).. Dataset: Reaction yield outcomes from USPTO patents with 853,638 reactions (1) The reactants are FC(F)(F)S(O[C:7]1[C:12]([CH3:13])=[CH:11][C:10]([N+:14]([O-:16])=[O:15])=[CH:9][C:8]=1[CH3:17])(=O)=O.O.[Br-:21].[Li+]. The catalyst is CN(C)C=O.[Cl-].[NH4+]. The product is [Br:21][C:7]1[C:12]([CH3:13])=[CH:11][C:10]([N+:14]([O-:16])=[O:15])=[CH:9][C:8]=1[CH3:17]. The yield is 0.690. (2) The reactants are [CH3:1][O:2][C:3]1[CH:4]=[C:5]2[C:10](=[CH:11][C:12]=1[O:13][CH3:14])[N:9]=[CH:8][N:7]=[C:6]2[O:15][C:16]1[C:17]([F:24])=[CH:18][C:19]([F:23])=[C:20]([CH:22]=1)[NH2:21].[C:25]([C:29]1[CH:33]=[C:32]([NH:34][C:35](=O)[O:36]C2C=CC=CC=2)[N:31]([C:44]2[CH:49]=[CH:48][C:47]([CH3:50])=[CH:46][CH:45]=2)[N:30]=1)([CH3:28])([CH3:27])[CH3:26]. No catalyst specified. The product is [C:25]([C:29]1[CH:33]=[C:32]([NH:34][C:35]([NH:21][C:20]2[CH:22]=[C:16]([O:15][C:6]3[C:5]4[C:10](=[CH:11][C:12]([O:13][CH3:14])=[C:3]([O:2][CH3:1])[CH:4]=4)[N:9]=[CH:8][N:7]=3)[C:17]([F:24])=[CH:18][C:19]=2[F:23])=[O:36])[N:31]([C:44]2[CH:49]=[CH:48][C:47]([CH3:50])=[CH:46][CH:45]=2)[N:30]=1)([CH3:28])([CH3:27])[CH3:26]. The yield is 0.960. (3) The reactants are [CH3:1][O:2][C:3](=[O:25])[C:4]1[CH:9]=[C:8](I)[CH:7]=[N:6][C:5]=1[O:11][C:12]1[CH:17]=[CH:16][C:15]([O:18][C:19]2[CH:24]=[CH:23][CH:22]=[CH:21][CH:20]=2)=[CH:14][CH:13]=1.[C:26]([O:30][C:31]([N:33]1[CH2:38][CH2:37][CH2:36][CH:35]([NH2:39])[CH2:34]1)=[O:32])([CH3:29])([CH3:28])[CH3:27].C(=O)([O-])[O-].[Cs+].[Cs+].CC(C1C=C(C(C)C)C(C2C(P(C3CCCCC3)C3CCCCC3)=C(OC)C=CC=2OC)=C(C(C)C)C=1)C. The catalyst is O1CCOCC1.C1C=CC(/C=C/C(/C=C/C2C=CC=CC=2)=O)=CC=1.C1C=CC(/C=C/C(/C=C/C2C=CC=CC=2)=O)=CC=1.C1C=CC(/C=C/C(/C=C/C2C=CC=CC=2)=O)=CC=1.[Pd].[Pd]. The product is [CH3:1][O:2][C:3](=[O:25])[C:4]1[CH:9]=[C:8]([NH:39][CH:35]2[CH2:36][CH2:37][CH2:38][N:33]([C:31]([O:30][C:26]([CH3:29])([CH3:28])[CH3:27])=[O:32])[CH2:34]2)[CH:7]=[N:6][C:5]=1[O:11][C:12]1[CH:17]=[CH:16][C:15]([O:18][C:19]2[CH:24]=[CH:23][CH:22]=[CH:21][CH:20]=2)=[CH:14][CH:13]=1. The yield is 0.452. (4) The reactants are [N:1]1[C:10]2[C:5](=[CH:6][C:7]([B:11]3[O:19]C(C)(C)C(C)(C)[O:12]3)=[CH:8][CH:9]=2)[N:4]=[CH:3][CH:2]=1.O.Cl.CCOC(C)=O. The catalyst is C1COCC1. The product is [N:1]1[C:10]2[C:5](=[CH:6][C:7]([B:11]([OH:19])[OH:12])=[CH:8][CH:9]=2)[N:4]=[CH:3][CH:2]=1. The yield is 0.700.